This data is from Forward reaction prediction with 1.9M reactions from USPTO patents (1976-2016). The task is: Predict the product of the given reaction. (1) Given the reactants [CH:1]1[CH:2]=[C:3]([CH2:6][NH:7][C:8]2[C:13]([C:14]3[N:18]=[N:17][NH:16][N:15]=3)=[CH:12][C:11]([S:19]([NH2:22])(=[O:21])=[O:20])=[C:10]([Cl:23])[CH:9]=2)[S:4][CH:5]=1.Cl[CH2:25][O:26][CH2:27][C:28]1[CH:33]=[CH:32][CH:31]=[CH:30][CH:29]=1.C(N(CC)CC)C.[I-].[Na+], predict the reaction product. The product is: [CH2:27]([O:26][CH2:25][N:15]1[C:14]([C:13]2[C:8]([NH:7][CH2:6][C:3]3[S:4][CH:5]=[CH:1][CH:2]=3)=[CH:9][C:10]([Cl:23])=[C:11]([S:19]([NH2:22])(=[O:21])=[O:20])[CH:12]=2)=[N:18][N:17]=[N:16]1)[C:28]1[CH:33]=[CH:32][CH:31]=[CH:30][CH:29]=1. (2) Given the reactants [CH3:1][C:2]1[N:3]([C:8]2[N:13]=[C:12]([C:14]3[CH:21]=[CH:20][C:17]([CH:18]=O)=[CH:16][CH:15]=3)[CH:11]=[C:10]([CH3:22])[CH:9]=2)[C:4]([CH3:7])=[CH:5][CH:6]=1.[CH3:23][NH:24][CH2:25][CH2:26][NH:27][CH3:28], predict the reaction product. The product is: [CH3:1][C:2]1[N:3]([C:8]2[N:13]=[C:12]([C:14]3[CH:21]=[CH:20][C:17]([CH2:18][N:24]([CH3:23])[CH2:25][CH2:26][NH:27][CH3:28])=[CH:16][CH:15]=3)[CH:11]=[C:10]([CH3:22])[CH:9]=2)[C:4]([CH3:7])=[CH:5][CH:6]=1. (3) Given the reactants Br[CH2:2][CH2:3][C:4]1[CH:9]=[CH:8][C:7]([N+:10]([O-:12])=[O:11])=[CH:6][CH:5]=1.[NH:13]1[CH2:18][CH2:17][O:16][CH2:15][CH2:14]1.C([O-])([O-])=O.[K+].[K+].O, predict the reaction product. The product is: [N+:10]([C:7]1[CH:8]=[CH:9][C:4]([CH2:3][CH2:2][N:13]2[CH2:18][CH2:17][O:16][CH2:15][CH2:14]2)=[CH:5][CH:6]=1)([O-:12])=[O:11]. (4) Given the reactants [F:1][C:2]1[CH:3]=[C:4]([OH:11])[CH:5]=[CH:6][C:7]=1[N+:8]([O-:10])=[O:9].[CH2:12](Br)[C:13]1[CH:18]=[CH:17][CH:16]=[CH:15][CH:14]=1.C([O-])([O-])=O.[K+].[K+].O, predict the reaction product. The product is: [CH2:12]([O:11][C:4]1[CH:5]=[CH:6][C:7]([N+:8]([O-:10])=[O:9])=[C:2]([F:1])[CH:3]=1)[C:13]1[CH:18]=[CH:17][CH:16]=[CH:15][CH:14]=1. (5) Given the reactants [CH2:1]([O:3][C:4]([N:6]1[C:15]2[C:10](=[N:11][C:12](OS(C(F)(F)F)(=O)=O)=[CH:13][CH:14]=2)[C@@H:9]([NH:24][C:25]2[C:30]([CH2:31][C:32]3[CH:37]=[C:36]([C:38]([F:41])([F:40])[F:39])[CH:35]=[C:34]([C:42]([F:45])([F:44])[F:43])[CH:33]=3)=[CH:29][C:28]([N:46]3[CH2:51][CH2:50][O:49][CH2:48][CH2:47]3)=[CH:27][N:26]=2)[CH2:8][C@H:7]1[CH2:52][CH3:53])=[O:5])[CH3:2].[CH2:54]([N:56](CC)CC)C.CN, predict the reaction product. The product is: [CH2:1]([O:3][C:4]([N:6]1[C:15]2[C:10](=[N:11][C:12]([NH:56][CH3:54])=[CH:13][CH:14]=2)[C@@H:9]([NH:24][C:25]2[C:30]([CH2:31][C:32]3[CH:37]=[C:36]([C:38]([F:39])([F:41])[F:40])[CH:35]=[C:34]([C:42]([F:44])([F:45])[F:43])[CH:33]=3)=[CH:29][C:28]([N:46]3[CH2:51][CH2:50][O:49][CH2:48][CH2:47]3)=[CH:27][N:26]=2)[CH2:8][C@H:7]1[CH2:52][CH3:53])=[O:5])[CH3:2]. (6) Given the reactants [C:1]([OH:4])(=[O:3])[CH3:2].[CH3:5][O:6][C:7]1[C:16]2[O:15][CH2:14][O:13][CH2:12][C:11]=2[CH:10]=[C:9]([C@H:17]([NH:30][C:31]2[CH:39]=[CH:38][C:34]([C:35]([NH2:37])=[NH:36])=[CH:33][CH:32]=2)[C:18]2[NH:22][C:21](=[O:23])[N:20]([C:24]3N=[CH:28][CH:27]=[CH:26][N:25]=3)[N:19]=2)[CH:8]=1.Cl.Cl.N([C:44]1C=CC=CN=1)N, predict the reaction product. The product is: [C:1]([OH:4])(=[O:3])[CH3:2].[CH3:5][O:6][C:7]1[C:16]2[O:15][CH2:14][O:13][CH2:12][C:11]=2[CH:10]=[C:9]([C@H:17]([NH:30][C:31]2[CH:39]=[CH:38][C:34]([C:35]([NH2:37])=[NH:36])=[CH:33][CH:32]=2)[C:18]2[NH:22][C:21](=[O:23])[N:20]([C:24]3[CH:44]=[CH:28][CH:27]=[CH:26][N:25]=3)[N:19]=2)[CH:8]=1. (7) Given the reactants [N+:1]([C:4]1[CH:19]=[CH:18][C:7]([CH2:8][CH2:9][NH:10][C:11](=[O:17])[O:12][C:13]([CH3:16])([CH3:15])[CH3:14])=[CH:6][CH:5]=1)([O-])=O.[H][H].CCCCCC.C(OCC)(=O)C, predict the reaction product. The product is: [NH2:1][C:4]1[CH:19]=[CH:18][C:7]([CH2:8][CH2:9][NH:10][C:11](=[O:17])[O:12][C:13]([CH3:16])([CH3:14])[CH3:15])=[CH:6][CH:5]=1. (8) Given the reactants [CH3:1][C:2]1([CH3:8])[O:7][CH2:6][CH2:5][NH:4][CH2:3]1.[CH:9](=O)[CH2:10][OH:11].[BH-](OC(C)=O)(OC(C)=O)OC(C)=O.[Na+], predict the reaction product. The product is: [CH3:1][C:2]1([CH3:8])[O:7][CH2:6][CH2:5][N:4]([CH2:9][CH2:10][OH:11])[CH2:3]1. (9) The product is: [NH:1]1[C:9]2[C:4](=[C:5]([NH:10][C:11]3[C:20]([C:21]4[CH:26]=[C:25]([S:27]([CH3:28])=[O:38])[N:24]=[C:23]([CH3:29])[N:22]=4)=[N:19][C:18]4[C:13](=[CH:14][CH:15]=[CH:16][CH:17]=4)[N:12]=3)[CH:6]=[CH:7][CH:8]=2)[CH:3]=[N:2]1. Given the reactants [NH:1]1[C:9]2[C:4](=[C:5]([NH:10][C:11]3[C:20]([C:21]4[CH:26]=[C:25]([S:27][CH3:28])[N:24]=[C:23]([CH3:29])[N:22]=4)=[N:19][C:18]4[C:13](=[CH:14][CH:15]=[CH:16][CH:17]=4)[N:12]=3)[CH:6]=[CH:7][CH:8]=2)[CH:3]=[N:2]1.C1C=C(Cl)C=C(C(OO)=[O:38])C=1.CO, predict the reaction product. (10) Given the reactants [CH:1]([C:3]1[NH:4][C:5]2[CH2:6][CH2:7][CH2:8][CH2:9][C:10]=2[C:11]=1[CH2:12][CH2:13][C:14]([OH:16])=[O:15])=O.[Cl:17][C:18]1[CH:26]=[C:25]2[C:21]([CH2:22][C:23](=[O:27])[NH:24]2)=[CH:20][CH:19]=1.N1CCCCC1.C(O)(=O)C, predict the reaction product. The product is: [Cl:17][C:18]1[CH:26]=[C:25]2[C:21]([C:22](=[CH:1][C:3]3[NH:4][C:5]4[CH2:6][CH2:7][CH2:8][CH2:9][C:10]=4[C:11]=3[CH2:12][CH2:13][C:14]([OH:16])=[O:15])[C:23](=[O:27])[NH:24]2)=[CH:20][CH:19]=1.